This data is from hERG potassium channel inhibition data for cardiac toxicity prediction from Karim et al.. The task is: Regression/Classification. Given a drug SMILES string, predict its toxicity properties. Task type varies by dataset: regression for continuous values (e.g., LD50, hERG inhibition percentage) or binary classification for toxic/non-toxic outcomes (e.g., AMES mutagenicity, cardiotoxicity, hepatotoxicity). Dataset: herg_karim. The compound is CC(C)n1nc([C@]2(c3cnn(C)c3)N[C@@H](c3nc(-c4ccc(F)cn4)c[nH]3)Cc3c2[nH]c2ccccc32)oc1=O. The result is 0 (non-blocker).